This data is from Full USPTO retrosynthesis dataset with 1.9M reactions from patents (1976-2016). The task is: Predict the reactants needed to synthesize the given product. (1) The reactants are: [Br:1][C:2]1[C:3](=[O:11])[NH:4][CH:5]=[N:6][C:7]=1[CH:8]([F:10])[F:9].[CH3:12][O:13][C:14]1[CH:19]=[CH:18][C:17]([CH2:20]Cl)=[CH:16][CH:15]=1.C(=O)([O-])[O-].[K+].[K+].O. Given the product [Br:1][C:2]1[C:3](=[O:11])[N:4]([CH2:20][C:17]2[CH:18]=[CH:19][C:14]([O:13][CH3:12])=[CH:15][CH:16]=2)[CH:5]=[N:6][C:7]=1[CH:8]([F:9])[F:10], predict the reactants needed to synthesize it. (2) Given the product [S:24]([NH:1][C:2]1[CH:9]=[CH:8][CH:7]=[C:6]([O:10][CH2:11][CH2:12][CH2:13][CH2:14][CH2:15][OH:16])[C:3]=1[C:4]#[N:5])(=[O:27])(=[O:26])[NH2:25], predict the reactants needed to synthesize it. The reactants are: [NH2:1][C:2]1[CH:9]=[CH:8][CH:7]=[C:6]([O:10][CH2:11][CH2:12][CH2:13][CH2:14][CH2:15][O:16][Si](C(C)(C)C)(C)C)[C:3]=1[C:4]#[N:5].[S:24](Cl)(=[O:27])(=[O:26])[NH2:25].